Dataset: Full USPTO retrosynthesis dataset with 1.9M reactions from patents (1976-2016). Task: Predict the reactants needed to synthesize the given product. (1) Given the product [CH2:15]([C:16]1([CH3:17])[C:10]2[C:5](=[CH:6][CH:7]=[CH:8][CH:9]=2)[NH:4][C:3]1=[O:11])[CH3:14], predict the reactants needed to synthesize it. The reactants are: CC1[C:10]2[C:5](=[CH:6][CH:7]=[CH:8][CH:9]=2)[NH:4][C:3]1=[O:11].[Cl-].[Li+].[CH2:14]([Li])[CH2:15][CH2:16][CH3:17].C(I)C. (2) The reactants are: Br[C:2]1[C:3]2[CH2:12][CH2:11][CH2:10][C:4]=2[C:5](=[O:9])[N:6]([CH3:8])[CH:7]=1.[CH:13]1([CH2:16][O:17][C:18]2[CH:23]=[CH:22][C:21]([S:24]([CH3:27])(=[O:26])=[O:25])=[CH:20][C:19]=2B2OC(C)(C)C(C)(C)O2)[CH2:15][CH2:14]1.C([O-])([O-])=O.[K+].[K+].CC(=O)OCC. Given the product [CH:13]1([CH2:16][O:17][C:18]2[CH:23]=[CH:22][C:21]([S:24]([CH3:27])(=[O:26])=[O:25])=[CH:20][C:19]=2[C:2]2[C:3]3[CH2:12][CH2:11][CH2:10][C:4]=3[C:5](=[O:9])[N:6]([CH3:8])[CH:7]=2)[CH2:14][CH2:15]1, predict the reactants needed to synthesize it. (3) Given the product [CH3:8][CH:5]([CH:6]=[CH2:7])[CH2:4][CH2:3][CH2:9][C@H:10]([OH:12])[CH3:11], predict the reactants needed to synthesize it. The reactants are: [Mg].Br[CH2:3][CH2:4][CH:5]([CH3:8])[CH:6]=[CH2:7].[CH2:9]1[O:12][C@H:10]1[CH3:11]. (4) Given the product [CH2:35]([O:42][C:43]1[CH:50]=[CH:49][C:46]([CH2:47][N:9]2[C:22]3[CH:21]=[C:20]([Cl:19])[C:28]([Cl:29])=[CH:27][C:26]=3[N:25]=[C:24]2[CH2:30][C:31]([F:32])([F:33])[F:34])=[CH:45][CH:44]=1)[C:36]1[CH:41]=[CH:40][CH:39]=[CH:38][CH:37]=1, predict the reactants needed to synthesize it. The reactants are: [H-].[Na+].ClC1C2N=C(CC(F)(F)F)[N:9](Cl)C=2C=CC=1.[Cl:19][C:20]1[CH:21]=[C:22]2[C:26](=[CH:27][C:28]=1[Cl:29])[NH:25][C:24]([CH2:30][C:31]([F:34])([F:33])[F:32])=C2.[CH2:35]([O:42][C:43]1[CH:50]=[CH:49][C:46]([CH2:47]Cl)=[CH:45][CH:44]=1)[C:36]1[CH:41]=[CH:40][CH:39]=[CH:38][CH:37]=1.[I-].[K+].[NH4+].[Cl-]. (5) Given the product [NH2:7][C:6]1[N:14]([CH2:15][CH2:16][CH3:17])[C:9]([CH3:10])=[N:1][C:2]=1[C:3]([NH2:5])=[O:4], predict the reactants needed to synthesize it. The reactants are: [NH2:1][CH:2]([C:6]#[N:7])[C:3]([NH2:5])=[O:4].Cl.[C:9](=[NH:14])(OCC)[CH3:10].[CH2:15](N)[CH2:16][CH3:17]. (6) Given the product [N:28]1([CH2:27][C:13]2[CH:14]=[C:15]3[C:16](=[O:26])[C:17]([C:21]([O:23][CH2:24][CH3:25])=[O:22])=[CH:18][N:19]4[CH2:2][C:3](=[O:4])[NH:10][C:11]([CH:12]=2)=[C:20]34)[CH2:29][CH2:30][O:31][CH2:32][CH2:33]1, predict the reactants needed to synthesize it. The reactants are: Br[CH2:2][C:3](OC(=O)CBr)=[O:4].[NH2:10][C:11]1[CH:12]=[C:13]([CH2:27][N:28]2[CH2:33][CH2:32][O:31][CH2:30][CH2:29]2)[CH:14]=[C:15]2[C:20]=1[N:19]=[CH:18][C:17]([C:21]([O:23][CH2:24][CH3:25])=[O:22])=[C:16]2[OH:26].C(N(CC)CC)C.